Dataset: Full USPTO retrosynthesis dataset with 1.9M reactions from patents (1976-2016). Task: Predict the reactants needed to synthesize the given product. (1) Given the product [CH:1]1([C:7]2[CH:8]=[C:9]([NH:28][S:29]([CH2:32][CH3:33])(=[O:30])=[O:31])[C:10]3[CH2:11][CH2:12][CH2:13][CH:14]([C:17]4[N:18]=[CH:19][NH:20][CH:21]=4)[C:15]=3[CH:16]=2)[CH2:2][CH2:3][CH2:4][CH2:5][CH2:6]1, predict the reactants needed to synthesize it. The reactants are: [CH:1]1([C:7]2[CH:16]=[C:15]3[C:10]([CH2:11][CH2:12][CH2:13][CH:14]3[C:17]3[N:18]=[CH:19][N:20](S(N(C)C)(=O)=O)[CH:21]=3)=[C:9]([NH:28][S:29]([CH2:32][CH3:33])(=[O:31])=[O:30])[CH:8]=2)[CH2:6][CH2:5][CH2:4][CH2:3][CH2:2]1.Cl. (2) The reactants are: [Cl:1][C:2]1[N:7]=[C:6](Cl)[C:5]([N+:9]([O-:11])=[O:10])=[CH:4][N:3]=1.[CH2:12]([O:14][C:15]1[CH:20]=[CH:19][C:18]([NH2:21])=[CH:17][CH:16]=1)[CH3:13]. Given the product [Cl:1][C:2]1[N:7]=[C:6]([NH:21][C:18]2[CH:19]=[CH:20][C:15]([O:14][CH2:12][CH3:13])=[CH:16][CH:17]=2)[C:5]([N+:9]([O-:11])=[O:10])=[CH:4][N:3]=1, predict the reactants needed to synthesize it. (3) Given the product [CH3:19][N:13]([C:9]1[N:10]=[CH:11][N:12]=[C:7]([C:1]#[N:2])[CH:8]=1)[CH2:14][C:15]([F:18])([F:17])[F:16], predict the reactants needed to synthesize it. The reactants are: [CH3:1][N:2](C)C=O.Cl[C:7]1[N:12]=[CH:11][N:10]=[C:9]([N:13]([CH3:19])[CH2:14][C:15]([F:18])([F:17])[F:16])[CH:8]=1. (4) Given the product [Cl:31][C:32]1[CH:33]=[C:34]([OH:43])[CH:35]=[CH:36][C:37]=1[O:38][CH2:39][C@@H:40]([OH:41])[CH2:42][NH:4][CH2:5][CH2:6][C:7]1[CH:8]=[CH:9][C:10]([NH:11][CH:12]2[CH2:17][CH2:16][N:15]([C:18]([NH:20][CH2:21][CH2:22][CH2:23][CH2:24][CH2:25][CH2:26][CH2:27][CH3:28])=[O:19])[CH2:14][CH2:13]2)=[CH:29][CH:30]=1, predict the reactants needed to synthesize it. The reactants are: C(O)=O.[NH2:4][CH2:5][CH2:6][C:7]1[CH:30]=[CH:29][C:10]([NH:11][CH:12]2[CH2:17][CH2:16][N:15]([C:18]([NH:20][CH2:21][CH2:22][CH2:23][CH2:24][CH2:25][CH2:26][CH2:27][CH3:28])=[O:19])[CH2:14][CH2:13]2)=[CH:9][CH:8]=1.[Cl:31][C:32]1[CH:33]=[C:34]([O:43][Si](C(C)(C)C)(C2C=CC=CC=2)C2C=CC=CC=2)[CH:35]=[CH:36][C:37]=1[O:38][CH2:39][C@@H:40]1[CH2:42][O:41]1. (5) Given the product [Cl:39][C:36]1[CH:37]=[CH:38][C:33]([C@@:13]23[O:32][C@@:10]([C:55]([OH:58])([CH3:57])[CH3:56])([CH2:11][O:12]2)[C@@H:9]([OH:8])[C@H:15]([OH:16])[C@H:14]3[OH:24])=[CH:34][C:35]=1[CH2:40][C:41]1[CH:42]=[CH:43][C:44]([OH:47])=[CH:45][CH:46]=1, predict the reactants needed to synthesize it. The reactants are: C([O:8][C@H:9]1[C@H:15]([O:16]CC2C=CC=CC=2)[C@@H:14]([O:24]CC2C=CC=CC=2)[C@:13]2([C:33]3[CH:38]=[CH:37][C:36]([Cl:39])=[C:35]([CH2:40][C:41]4[CH:46]=[CH:45][C:44]([O:47]CC5C=CC=CC=5)=[CH:43][CH:42]=4)[CH:34]=3)[O:32][C@@:10]1([C:55]([OH:58])([CH3:57])[CH3:56])[CH2:11][O:12]2)C1C=CC=CC=1.ClC1C=CC=CC=1Cl. (6) The reactants are: [CH:1]1([NH:7][CH:8]2[CH2:13][CH2:12][CH2:11][CH2:10][CH2:9]2)[CH2:6][CH2:5][CH2:4][CH2:3][CH2:2]1.[Cl:14][CH:15]1[C:17](Cl)(Cl)[C:16]1(Cl)Cl. Given the product [Cl-:14].[CH:8]1([N:7]([CH:1]2[CH2:2][CH2:3][CH2:4][CH2:5][CH2:6]2)[C:16]2[CH2+:15]([Cl:14])[C:17]=2[N:7]([CH:8]2[CH2:9][CH2:10][CH2:11][CH2:12][CH2:13]2)[CH:1]2[CH2:6][CH2:5][CH2:4][CH2:3][CH2:2]2)[CH2:9][CH2:10][CH2:11][CH2:12][CH2:13]1, predict the reactants needed to synthesize it. (7) Given the product [C:1]([N:22]1[CH2:23][CH2:24][CH:25]([CH2:28][N:29]([CH3:40])[C:30](=[O:37])[C:31]2[CH:36]=[CH:35][CH:34]=[N:33][CH:32]=2)[CH2:26][CH2:27]1)(=[O:21])[CH2:2][CH2:3][CH2:4]/[CH:5]=[CH:6]\[CH2:7]/[CH:8]=[CH:9]\[CH2:10]/[CH:11]=[CH:12]\[CH2:13]/[CH:14]=[CH:15]\[CH2:16]/[CH:17]=[CH:18]\[CH2:19][CH3:20], predict the reactants needed to synthesize it. The reactants are: [C:1]([N:22]1[CH2:27][CH2:26][CH:25]([CH2:28][NH:29][C:30](=[O:37])[C:31]2[CH:36]=[CH:35][CH:34]=[N:33][CH:32]=2)[CH2:24][CH2:23]1)(=[O:21])[CH2:2][CH2:3][CH2:4]/[CH:5]=[CH:6]\[CH2:7]/[CH:8]=[CH:9]\[CH2:10]/[CH:11]=[CH:12]\[CH2:13]/[CH:14]=[CH:15]\[CH2:16]/[CH:17]=[CH:18]\[CH2:19][CH3:20].[H-].[Na+].[CH3:40]I. (8) Given the product [CH3:1][O:2][C:3]1[N:8]=[CH:7][N:6]=[C:5]([N:9]2[C:23](=[O:24])[C:14]3[C:13](=[CH:18][C:17]([C:19]([OH:21])=[O:20])=[CH:16][CH:15]=3)[NH:10][C:11]2=[S:12])[CH:4]=1, predict the reactants needed to synthesize it. The reactants are: [CH3:1][O:2][C:3]1[N:8]=[CH:7][N:6]=[C:5]([NH2:9])[CH:4]=1.[N:10]([C:13]1[CH:18]=[C:17]([C:19]([O:21]C)=[O:20])[CH:16]=[CH:15][C:14]=1[C:23](OC)=[O:24])=[C:11]=[S:12].[OH-].[Na+].Cl.